From a dataset of Peptide-MHC class I binding affinity with 185,985 pairs from IEDB/IMGT. Regression. Given a peptide amino acid sequence and an MHC pseudo amino acid sequence, predict their binding affinity value. This is MHC class I binding data. (1) The binding affinity (normalized) is 0. The peptide sequence is VPSVNEYHML. The MHC is HLA-B54:01 with pseudo-sequence HLA-B54:01. (2) The peptide sequence is IINFTISMR. The MHC is HLA-A31:01 with pseudo-sequence HLA-A31:01. The binding affinity (normalized) is 0.926. (3) The peptide sequence is KAFSPEVIPMF. The MHC is HLA-A23:01 with pseudo-sequence HLA-A23:01. The binding affinity (normalized) is 0.210. (4) The peptide sequence is KLKHRDGFTK. The MHC is HLA-A33:01 with pseudo-sequence HLA-A33:01. The binding affinity (normalized) is 0.0499. (5) The peptide sequence is EEAARCMRSL. The MHC is HLA-B44:02 with pseudo-sequence HLA-B44:02. The binding affinity (normalized) is 0.529.